From a dataset of Reaction yield outcomes from USPTO patents with 853,638 reactions. Predict the reaction yield, written as a fraction of the theoretical maximum amount of product (1.0 means a 100% yield; for example, 0.34 means a 34% yield). (1) The reactants are [CH3:1][O:2][C:3]1[CH:4]=[C:5]([C:11]2[CH:18]=[CH:17][C:14]([C:15]#[N:16])=[C:13](F)[CH:12]=2)[CH:6]=[CH:7][C:8]=1[O:9][CH3:10].[OH:20][CH:21]1[CH2:26][CH2:25][CH:24]([NH2:27])[CH2:23][CH2:22]1.C(N(CC)C(C)C)(C)C. The catalyst is CS(C)=O. The product is [CH3:1][O:2][C:3]1[CH:4]=[C:5]([C:11]2[CH:18]=[CH:17][C:14]([C:15]#[N:16])=[C:13]([NH:27][CH:24]3[CH2:25][CH2:26][CH:21]([OH:20])[CH2:22][CH2:23]3)[CH:12]=2)[CH:6]=[CH:7][C:8]=1[O:9][CH3:10]. The yield is 0.870. (2) The reactants are C([O-])([O-])=O.[Na+].[Na+].Cl[C:8]1[C:9]2[C@H:16]([CH3:17])[CH2:15][CH2:14][C:10]=2[N:11]=[CH:12][N:13]=1.B1([C:27]2[CH2:32][CH2:31][N:30]([C:33]([O:35][C:36]([CH3:39])([CH3:38])[CH3:37])=[O:34])[CH2:29][CH:28]=2)OC(C)(C)C(C)(C)O1.O. The catalyst is O1CCOCC1.Cl[Pd](Cl)([P](C1C=CC=CC=1)(C1C=CC=CC=1)C1C=CC=CC=1)[P](C1C=CC=CC=1)(C1C=CC=CC=1)C1C=CC=CC=1. The product is [CH3:17][C@H:16]1[C:9]2[C:8]([C:27]3[CH2:32][CH2:31][N:30]([C:33]([O:35][C:36]([CH3:39])([CH3:38])[CH3:37])=[O:34])[CH2:29][CH:28]=3)=[N:13][CH:12]=[N:11][C:10]=2[CH2:14][CH2:15]1. The yield is 0.670. (3) The reactants are [C:1]([OH:12])(=[O:11])[C:2]1[CH:10]=[CH:9][CH:8]=[C:4]([C:5]([OH:7])=[O:6])[CH:3]=1.[Br:13]N1C(=O)CCC1=O. The catalyst is OS(O)(=O)=O. The product is [Br:13][C:9]1[CH:10]=[C:2]([C:1]([OH:12])=[O:11])[CH:3]=[C:4]([CH:8]=1)[C:5]([OH:7])=[O:6]. The yield is 0.200. (4) The reactants are [CH3:1][O:2][C:3]([C:5]1([S:11]([C:14]2[CH:19]=[CH:18][C:17]([O:20][CH2:21][C:22]#[C:23][CH3:24])=[CH:16][CH:15]=2)(=[O:13])=[O:12])[CH2:10][CH2:9][NH:8][CH2:7][CH2:6]1)=[O:4].C(=O)(O)[O-].[Na+].[CH2:30]([O:32][C:33](Cl)=[O:34])[CH3:31]. The catalyst is C(Cl)(Cl)Cl. The product is [CH2:21]([O:20][C:17]1[CH:16]=[CH:15][C:14]([S:11]([C:5]2([C:3]([O:2][CH3:1])=[O:4])[CH2:10][CH2:9][N:8]([C:33]([O:32][CH2:30][CH3:31])=[O:34])[CH2:7][CH2:6]2)(=[O:13])=[O:12])=[CH:19][CH:18]=1)[C:22]#[C:23][CH3:24]. The yield is 0.980.